This data is from Reaction yield outcomes from USPTO patents with 853,638 reactions. The task is: Predict the reaction yield, written as a fraction of the theoretical maximum amount of product (1.0 means a 100% yield; for example, 0.34 means a 34% yield). (1) The reactants are [C:1]([O:5][C:6]([NH:8][C@H:9]([C:14]1[NH:15][C:16]([C:19]2[CH:24]=[CH:23][C:22]([C:25]3[CH:30]=[CH:29][C:28]([C:31]4[NH:35][C:34]([C@@H:36]5[CH2:40][CH2:39][CH2:38][N:37]5C(OCC5C=CC=CC=5)=O)=[N:33][CH:32]=4)=[CH:27][CH:26]=3)=[CH:21][CH:20]=2)=[CH:17][N:18]=1)[C:10]([CH3:13])([CH3:12])[CH3:11])=[O:7])([CH3:4])([CH3:3])[CH3:2].C([O-])([O-])=O.[K+].[K+]. The catalyst is CO.[Pd]. The yield is 0.950. The product is [CH3:11][C:10]([CH3:13])([CH3:12])[C@H:9]([NH:8][C:6](=[O:7])[O:5][C:1]([CH3:4])([CH3:3])[CH3:2])[C:14]1[NH:15][C:16]([C:19]2[CH:24]=[CH:23][C:22]([C:25]3[CH:26]=[CH:27][C:28]([C:31]4[NH:35][C:34]([C@@H:36]5[CH2:40][CH2:39][CH2:38][NH:37]5)=[N:33][CH:32]=4)=[CH:29][CH:30]=3)=[CH:21][CH:20]=2)=[CH:17][N:18]=1. (2) The reactants are [Cl:1][C:2]1[CH:24]=[CH:23][C:5]([CH2:6][C:7]2[N:8]=[C:9]([C:17]3[CH2:18][CH2:19][O:20][CH2:21][CH:22]=3)[S:10][C:11]=2[C:12]([O:14]CC)=[O:13])=[CH:4][CH:3]=1.O1CCCC1.CO.[OH-].[Li+].Cl. The catalyst is CCOC(C)=O. The product is [Cl:1][C:2]1[CH:24]=[CH:23][C:5]([CH2:6][C:7]2[N:8]=[C:9]([C:17]3[CH2:18][CH2:19][O:20][CH2:21][CH:22]=3)[S:10][C:11]=2[C:12]([OH:14])=[O:13])=[CH:4][CH:3]=1. The yield is 0.530. (3) The reactants are [CH3:1][N:2]1[CH2:7][CH2:6][N:5]([CH2:8][CH2:9][O:10][C:11]2[CH:16]=[CH:15][N:14]3[C:17]([C:20]([OH:22])=O)=[CH:18][N:19]=[C:13]3[CH:12]=2)[CH2:4][CH2:3]1.P(Cl)(Cl)([Cl:25])=O.[NH2:28][C:29]1[CH:37]=[CH:36][CH:35]=[C:34]2[C:30]=1[CH:31]=[N:32][N:33]2[CH2:38][C:39]1[C:40](=[O:46])[N:41]([CH3:45])[CH:42]=[CH:43][CH:44]=1. The catalyst is CC(N(C)C)=O. The product is [ClH:25].[ClH:25].[CH3:45][N:41]1[CH:42]=[CH:43][CH:44]=[C:39]([CH2:38][N:33]2[C:34]3[C:30](=[C:29]([NH:28][C:20]([C:17]4[N:14]5[CH:15]=[CH:16][C:11]([O:10][CH2:9][CH2:8][N:5]6[CH2:6][CH2:7][N:2]([CH3:1])[CH2:3][CH2:4]6)=[CH:12][C:13]5=[N:19][CH:18]=4)=[O:22])[CH:37]=[CH:36][CH:35]=3)[CH:31]=[N:32]2)[C:40]1=[O:46]. The yield is 0.410. (4) The reactants are CC[N:3]([CH:7](C)C)C(C)C.C1C=CC(P(N=[N+]=[N-])(C2C=CC=CC=2)=[O:17])=CC=1.C(O)(=O)[C:28]1[CH:33]=[CH:32][CH:31]=[N:30][CH:29]=1.[Cl:36][C:37]1[CH:38]=[CH:39][C:40]2[N:46]3[CH2:47][C@H:43]([CH2:44][CH2:45]3)[NH:42][C:41]=2[N:48]=1. The catalyst is O1CCCC1.O. The product is [Cl:36][C:37]1[CH:38]=[CH:39][C:40]2[N:46]3[CH2:47][C@H:43]([CH2:44][CH2:45]3)[N:42]([C:7]([NH:3][C:28]3[CH:29]=[N:30][CH:31]=[CH:32][CH:33]=3)=[O:17])[C:41]=2[N:48]=1. The yield is 0.329. (5) The reactants are [Cl:1][C:2]1[C:11]2[C:6](=[CH:7][CH:8]=[C:9]([O:12][CH3:13])[N:10]=2)[N:5]=[CH:4][C:3]=1[C:14]([NH2:16])=O.C(N(CC)CC)C. The catalyst is C(Cl)Cl. The product is [Cl:1][C:2]1[C:11]2[C:6](=[CH:7][CH:8]=[C:9]([O:12][CH3:13])[N:10]=2)[N:5]=[CH:4][C:3]=1[C:14]#[N:16]. The yield is 0.910. (6) The reactants are [CH3:1][C:2]1[CH:31]=[CH:30][CH:29]=[C:28]([CH3:32])[C:3]=1[C:4]([NH:6][C@H:7]([C:22]1[CH:27]=[CH:26][CH:25]=[CH:24][CH:23]=1)[C:8]12[N:14](C(OC(C)(C)C)=O)[CH:11]([CH2:12][CH2:13]1)[CH2:10][CH2:9]2)=[O:5].Cl. The catalyst is CO. The product is [C:8]12([C@@H:7]([C:22]3[CH:23]=[CH:24][CH:25]=[CH:26][CH:27]=3)[NH:6][C:4](=[O:5])[C:3]3[C:28]([CH3:32])=[CH:29][CH:30]=[CH:31][C:2]=3[CH3:1])[NH:14][CH:11]([CH2:10][CH2:9]1)[CH2:12][CH2:13]2. The yield is 1.00.